Dataset: Catalyst prediction with 721,799 reactions and 888 catalyst types from USPTO. Task: Predict which catalyst facilitates the given reaction. (1) Reactant: [CH3:1][O:2][CH2:3][C:4](Cl)=[O:5].C(Cl)Cl.Cl.[CH3:11][NH:12][O:13][CH3:14]. Product: [CH3:14][O:13][N:12]([CH3:11])[C:4](=[O:5])[CH2:3][O:2][CH3:1]. The catalyst class is: 6. (2) Reactant: FC(F)(C(F)(F)F)C(F)(F)C(F)(F)S(O[C:9]1[C:17]2[C:12](=[CH:13][N:14]=[CH:15][CH:16]=2)[O:11][C:10]=1[C:18]([O:20][CH2:21][CH3:22])=[O:19])(=O)=O.[Br:32][C:33]1[CH:39]=[CH:38][C:36]([NH2:37])=[C:35]([F:40])[CH:34]=1.CC1(C)C2C(=C(P(C3C=CC=CC=3)C3C=CC=CC=3)C=CC=2)OC2C(P(C3C=CC=CC=3)C3C=CC=CC=3)=CC=CC1=2.C1CCN2C(=NCCC2)CC1. Product: [Br:32][C:33]1[CH:39]=[CH:38][C:36]([NH:37][C:9]2[C:17]3[C:12](=[CH:13][N:14]=[CH:15][CH:16]=3)[O:11][C:10]=2[C:18]([O:20][CH2:21][CH3:22])=[O:19])=[C:35]([F:40])[CH:34]=1. The catalyst class is: 101. (3) Reactant: [CH3:1][C:2]1[S:3][CH:4]=[CH:5][C:6]=1[CH2:7][CH2:8][C:9]#[N:10].[Br:11]Br.O. Product: [Br:11][C:4]1[S:3][C:2]([CH3:1])=[C:6]([CH2:7][CH2:8][C:9]#[N:10])[CH:5]=1. The catalyst class is: 15. (4) Reactant: [CH:1]([C:4]1[CH:11]=[CH:10][C:9]([CH:12]([CH3:14])[CH3:13])=[CH:8][C:5]=1[CH:6]=[O:7])([CH3:3])[CH3:2].CCO.[BH4-].[Na+].CCCCCCC. Product: [CH:1]([C:4]1[CH:11]=[CH:10][C:9]([CH:12]([CH3:14])[CH3:13])=[CH:8][C:5]=1[CH2:6][OH:7])([CH3:3])[CH3:2]. The catalyst class is: 25. (5) Reactant: [ClH:1].[CH:2]1([CH2:5][N:6]2[CH2:12][CH2:11][CH2:10][N:9](C(OC(C)(C)C)=O)[CH2:8][CH2:7]2)[CH2:4][CH2:3]1. Product: [ClH:1].[ClH:1].[CH:2]1([CH2:5][N:6]2[CH2:12][CH2:11][CH2:10][NH:9][CH2:8][CH2:7]2)[CH2:3][CH2:4]1. The catalyst class is: 169. (6) Reactant: [N:1]1([C:7]2[N:8]=[C:9]([CH2:14][C:15]([O-:17])=O)[NH:10][C:11](=[O:13])[CH:12]=2)[CH2:6][CH2:5][O:4][CH2:3][CH2:2]1.[Na+].[CH3:19][CH:20]1[CH2:28][C:27]2[C:22](=[CH:23][CH:24]=[CH:25][CH:26]=2)[NH:21]1.Cl.CN(C)CCCN=C=NCC. Product: [CH3:19][CH:20]1[CH2:28][C:27]2[C:22](=[CH:23][CH:24]=[CH:25][CH:26]=2)[N:21]1[C:15](=[O:17])[CH2:14][C:9]1[NH:10][C:11](=[O:13])[CH:12]=[C:7]([N:1]2[CH2:2][CH2:3][O:4][CH2:5][CH2:6]2)[N:8]=1. The catalyst class is: 672. (7) Reactant: [C:1]1([S:7](Cl)(=[O:9])=[O:8])[CH:6]=[CH:5][CH:4]=[CH:3][CH:2]=1.[NH2:11][C:12]1[CH:13]=[CH:14][C:15]([O:18][C:19](=[O:28])[N:20]([CH3:27])[C:21]2[CH:26]=[CH:25][CH:24]=[CH:23][CH:22]=2)=[N:16][CH:17]=1.C(N(CC)CC)C. Product: [C:1]1([S:7]([NH:11][C:12]2[CH:13]=[CH:14][C:15]([O:18][C:19](=[O:28])[N:20]([CH3:27])[C:21]3[CH:26]=[CH:25][CH:24]=[CH:23][CH:22]=3)=[N:16][CH:17]=2)(=[O:9])=[O:8])[CH:6]=[CH:5][CH:4]=[CH:3][CH:2]=1. The catalyst class is: 4. (8) Reactant: C1C(=O)N([Br:8])C(=O)C1.[Cl:9][C:10]1[N:19]=[CH:18][C:17]2[C:12](=[C:13]([OH:20])[CH:14]=[CH:15][CH:16]=2)[N:11]=1.C(NC(C)C)(C)C. Product: [Br:8][C:14]1[C:13]([OH:20])=[C:12]2[C:17]([CH:18]=[N:19][C:10]([Cl:9])=[N:11]2)=[CH:16][CH:15]=1. The catalyst class is: 22.